This data is from Peptide-MHC class II binding affinity with 134,281 pairs from IEDB. The task is: Regression. Given a peptide amino acid sequence and an MHC pseudo amino acid sequence, predict their binding affinity value. This is MHC class II binding data. (1) The peptide sequence is GELQIIDKIDAAFKI. The MHC is DRB3_0202 with pseudo-sequence DRB3_0202. The binding affinity (normalized) is 0.331. (2) The peptide sequence is YDKFLANVATVLTGK. The MHC is DRB1_0405 with pseudo-sequence DRB1_0405. The binding affinity (normalized) is 0.706.